Dataset: Forward reaction prediction with 1.9M reactions from USPTO patents (1976-2016). Task: Predict the product of the given reaction. (1) The product is: [CH2:11]([O:10][C:9]1[CH:8]=[CH:7][C:4]([C:5]#[N:6])=[CH:3][C:2]=1[NH:1][NH2:18])[C:12]1[CH:17]=[CH:16][CH:15]=[CH:14][CH:13]=1. Given the reactants [NH2:1][C:2]1[CH:3]=[C:4]([CH:7]=[CH:8][C:9]=1[O:10][CH2:11][C:12]1[CH:17]=[CH:16][CH:15]=[CH:14][CH:13]=1)[C:5]#[N:6].[N:18]([O-])=O.[Na+].[Sn](Cl)Cl, predict the reaction product. (2) Given the reactants [OH:1][CH2:2][C:3]1[CH:4]=[C:5]([N:9]2[C:13]([NH:14][C:15]([NH:17][C:18]3[C:27]4[C:22](=[CH:23][CH:24]=[CH:25][CH:26]=4)[CH:21]=[CH:20][CH:19]=3)=[O:16])=[CH:12][C:11]([CH:28]([CH3:30])[CH3:29])=[N:10]2)[CH:6]=[CH:7][CH:8]=1, predict the reaction product. The product is: [CH:2]([C:3]1[CH:4]=[C:5]([N:9]2[C:13]([NH:14][C:15]([NH:17][C:18]3[C:27]4[C:22](=[CH:23][CH:24]=[CH:25][CH:26]=4)[CH:21]=[CH:20][CH:19]=3)=[O:16])=[CH:12][C:11]([CH:28]([CH3:30])[CH3:29])=[N:10]2)[CH:6]=[CH:7][CH:8]=1)=[O:1]. (3) Given the reactants Br[C:2]1[CH:7]=[CH:6][CH:5]=[C:4]([Br:8])[N:3]=1.C([Li])CCC.[C:14]([O:18][C:19]([N:21]1[CH2:26][CH2:25][C:24](=[O:27])[CH2:23][CH2:22]1)=[O:20])([CH3:17])([CH3:16])[CH3:15].[Cl-].[NH4+], predict the reaction product. The product is: [C:14]([O:18][C:19]([N:21]1[CH2:26][CH2:25][C:24]([OH:27])([C:2]2[CH:7]=[CH:6][CH:5]=[C:4]([Br:8])[N:3]=2)[CH2:23][CH2:22]1)=[O:20])([CH3:17])([CH3:15])[CH3:16]. (4) Given the reactants C([N:3](C(=O)C1C=CC(O)=CC=1)[C:4]1[CH:9]=[C:8]([O:10][CH3:11])[CH:7]=[CH:6][C:5]=1[C@H:12]1[CH2:21][CH2:20][C:19]2[CH:18]=[C:17]([O:22]C(=O)C(C)(C)C)[CH:16]=[CH:15][C:14]=2[CH2:13]1)C.[N:38]1([C:42](=O)[CH2:43]Cl)[CH2:41][CH2:40][CH2:39]1, predict the reaction product. The product is: [N:38]1([CH2:42][CH2:43][O:10][C:8]2[CH:9]=[CH:4][C:5]([CH2:12][CH2:13][CH2:14][NH:3][C:4]3[CH:9]=[C:8]([O:10][CH3:11])[CH:7]=[CH:6][C:5]=3[C@H:12]3[CH2:21][CH2:20][C:19]4[CH:18]=[C:17]([OH:22])[CH:16]=[CH:15][C:14]=4[CH2:13]3)=[CH:6][CH:7]=2)[CH2:41][CH2:40][CH2:39]1. (5) Given the reactants [C:1]([N:5]1[CH:10]=[CH:9][C:8]([CH3:12])([CH3:11])[CH2:7][CH2:6]1)([CH3:4])([CH3:3])[CH3:2].C(N(CC)CC)C.[Br:20][C:21]1[CH:29]=[CH:28][C:24]([C:25](Cl)=[O:26])=[CH:23][CH:22]=1, predict the reaction product. The product is: [Br:20][C:21]1[CH:29]=[CH:28][C:24]([C:25]([C:9]2[C:8]([CH3:12])([CH3:11])[CH2:7][CH2:6][N:5]([C:1]([CH3:4])([CH3:2])[CH3:3])[CH:10]=2)=[O:26])=[CH:23][CH:22]=1. (6) Given the reactants [CH2:1]([OH:4])[C:2]#[CH:3].[CH2:5]([SnH:9]([CH2:14][CH2:15][CH2:16][CH3:17])[CH2:10][CH2:11][CH2:12][CH3:13])[CH2:6][CH2:7][CH3:8].N(C1(C#N)CCCCC1)=NC1(C#N)CCCCC1, predict the reaction product. The product is: [CH2:14]([Sn:9]([CH2:5][CH2:6][CH2:7][CH3:8])([CH2:10][CH2:11][CH2:12][CH3:13])/[CH:3]=[CH:2]/[CH2:1][OH:4])[CH2:15][CH2:16][CH3:17]. (7) Given the reactants [N+:1]([C:4]1[CH:5]=[C:6]([NH:18][C:19](=[O:21])[CH3:20])[CH:7]=[CH:8][C:9]=1[NH:10][CH2:11][CH:12]1[CH2:17][CH2:16][O:15][CH2:14][CH2:13]1)([O-])=O, predict the reaction product. The product is: [NH2:1][C:4]1[CH:5]=[C:6]([NH:18][C:19](=[O:21])[CH3:20])[CH:7]=[CH:8][C:9]=1[NH:10][CH2:11][CH:12]1[CH2:13][CH2:14][O:15][CH2:16][CH2:17]1. (8) Given the reactants [CH2:1]([N:3]1[CH2:8][CH2:7][N:6]([C:9]2[CH:16]=[CH:15][C:12]([CH:13]=[O:14])=[CH:11][CH:10]=2)[CH2:5][CH2:4]1)[CH3:2].[BH4-].[Na+], predict the reaction product. The product is: [CH2:1]([N:3]1[CH2:8][CH2:7][N:6]([C:9]2[CH:16]=[CH:15][C:12]([CH2:13][OH:14])=[CH:11][CH:10]=2)[CH2:5][CH2:4]1)[CH3:2]. (9) Given the reactants [C:1]([O-:4])([O-])=O.[K+].[K+].[Br:7][C:8]1[CH:13]=[C:12]([Cl:14])[CH:11]=[CH:10][C:9]=1O.CI, predict the reaction product. The product is: [Br:7][C:8]1[CH:13]=[C:12]([Cl:14])[CH:11]=[CH:10][C:9]=1[O:4][CH3:1]. (10) Given the reactants [CH2:1]([SH:5])[CH2:2][CH2:3][SH:4].[CH2:6]([CH:8]1[O:10][CH2:9]1)Cl.[OH-].[Na+], predict the reaction product. The product is: [OH:10][CH:8]1[CH2:9][S:5][CH2:1][CH2:2][CH2:3][S:4][CH2:6]1.